Regression. Given a peptide amino acid sequence and an MHC pseudo amino acid sequence, predict their binding affinity value. This is MHC class I binding data. From a dataset of Peptide-MHC class I binding affinity with 185,985 pairs from IEDB/IMGT. (1) The peptide sequence is KAIKILTGF. The MHC is HLA-B57:01 with pseudo-sequence HLA-B57:01. The binding affinity (normalized) is 0.612. (2) The peptide sequence is LPEFERRTL. The MHC is HLA-B44:02 with pseudo-sequence HLA-B44:02. The binding affinity (normalized) is 0.0847. (3) The peptide sequence is ITGNNIILSK. The MHC is HLA-A68:01 with pseudo-sequence HLA-A68:01. The binding affinity (normalized) is 0.812. (4) The peptide sequence is LPLIVDTAA. The MHC is HLA-B44:02 with pseudo-sequence HLA-B44:02. The binding affinity (normalized) is 0.0847. (5) The peptide sequence is SLLNATDIAV. The MHC is HLA-A02:03 with pseudo-sequence HLA-A02:03. The binding affinity (normalized) is 0.287. (6) The peptide sequence is LTQVKELGI. The MHC is HLA-A68:02 with pseudo-sequence HLA-A68:02. The binding affinity (normalized) is 0.0418. (7) The MHC is HLA-A68:02 with pseudo-sequence HLA-A68:02. The peptide sequence is ATLNTLITLI. The binding affinity (normalized) is 0.357. (8) The MHC is HLA-B18:01 with pseudo-sequence HLA-B18:01. The binding affinity (normalized) is 0. The peptide sequence is EEAIRHVRA. (9) The MHC is HLA-B35:01 with pseudo-sequence HLA-B35:01. The peptide sequence is FLGKIWPSYK. The binding affinity (normalized) is 0.